From a dataset of Catalyst prediction with 721,799 reactions and 888 catalyst types from USPTO. Predict which catalyst facilitates the given reaction. Reactant: [OH-].[Na+].[Cl:3][C:4]1[CH:13]=[CH:12][C:11]([C:14]2[S:18][CH:17]=[N:16][CH:15]=2)=[CH:10][C:5]=1[C:6]([O:8]C)=[O:7].Cl. Product: [Cl:3][C:4]1[CH:13]=[CH:12][C:11]([C:14]2[S:18][CH:17]=[N:16][CH:15]=2)=[CH:10][C:5]=1[C:6]([OH:8])=[O:7]. The catalyst class is: 5.